Dataset: Reaction yield outcomes from USPTO patents with 853,638 reactions. Task: Predict the reaction yield, written as a fraction of the theoretical maximum amount of product (1.0 means a 100% yield; for example, 0.34 means a 34% yield). (1) The reactants are [NH2:1][C:2]1[CH:3]=[C:4]([CH:7]=[CH:8][C:9]=1Cl)[C:5]#[N:6].C(O[C:14]([SH:16])=[S:15])C.[K]. The catalyst is CN(C=O)C. The product is [SH:16][C:14]1[S:15][C:9]2[CH:8]=[CH:7][C:4]([C:5]#[N:6])=[CH:3][C:2]=2[N:1]=1. The yield is 0.490. (2) The reactants are Cl[C:2]1[N:7]=[C:6]([N:8]2[CH:13]([CH3:14])[CH2:12][O:11][CH2:10][CH:9]2[CH3:15])[N:5]=[C:4]([C:16]2[CH:21]=[CH:20][C:19]([NH:22][C:23]([NH:25][CH3:26])=[O:24])=[CH:18][CH:17]=2)[N:3]=1.CC1(C)C(C)(C)OB([C:35]2[CH:41]=[CH:40][C:38]([NH2:39])=[CH:37][CH:36]=2)O1. No catalyst specified. The product is [NH2:39][C:38]1[CH:40]=[CH:41][C:35]([C:2]2[N:7]=[C:6]([N:8]3[CH:13]([CH3:14])[CH2:12][O:11][CH2:10][CH:9]3[CH3:15])[N:5]=[C:4]([C:16]3[CH:21]=[CH:20][C:19]([NH:22][C:23]([NH:25][CH3:26])=[O:24])=[CH:18][CH:17]=3)[N:3]=2)=[CH:36][CH:37]=1. The yield is 0.860. (3) The reactants are [OH:1][NH:2][C:3]([C:5]1[CH:6]=[C:7]2[N:13]=[CH:12][N:11]([CH2:14][C:15]3[CH:20]=[CH:19][C:18]([O:21][CH2:22][C:23]4[CH:24]=[N:25][C:26]([O:29][CH3:30])=[CH:27][CH:28]=4)=[C:17]([O:31][CH3:32])[CH:16]=3)[C:8]2=[N:9][CH:10]=1)=[NH:4].[C:33]([O:37][C:38]([N:40]1[CH2:45][CH2:44][CH:43]([C:46](O)=O)[CH2:42][CH2:41]1)=[O:39])([CH3:36])([CH3:35])[CH3:34].F[P-](F)(F)(F)(F)F.CN(C(N(C)C)=[N+]1C2C(=NC=CC=2)[N+]([O-])=N1)C.C(N(CC)C(C)C)(C)C. The catalyst is CN(C)C=O.C(OCC)(=O)C.[Cl-].[Na+].O. The product is [CH3:32][O:31][C:17]1[CH:16]=[C:15]([CH:20]=[CH:19][C:18]=1[O:21][CH2:22][C:23]1[CH:24]=[N:25][C:26]([O:29][CH3:30])=[CH:27][CH:28]=1)[CH2:14][N:11]1[C:8]2=[N:9][CH:10]=[C:5]([C:3]3[N:4]=[C:46]([CH:43]4[CH2:44][CH2:45][N:40]([C:38]([O:37][C:33]([CH3:34])([CH3:36])[CH3:35])=[O:39])[CH2:41][CH2:42]4)[O:1][N:2]=3)[CH:6]=[C:7]2[N:13]=[CH:12]1. The yield is 0.250. (4) The reactants are C([O:3][CH:4](OCC)[CH2:5][CH2:6][CH2:7][NH:8][C:9]([O:11][CH2:12][CH:13]1[C:25]2[C:20](=[CH:21][CH:22]=[CH:23][CH:24]=2)[C:19]2[C:14]1=[CH:15][CH:16]=[CH:17][CH:18]=2)=[O:10])C.Cl. The catalyst is O1CCOCC1. The product is [C:9]([NH:8][CH2:7][CH2:6][CH2:5][CH:4]=[O:3])([O:11][CH2:12][CH:13]1[C:25]2[C:20](=[CH:21][CH:22]=[CH:23][CH:24]=2)[C:19]2[C:14]1=[CH:15][CH:16]=[CH:17][CH:18]=2)=[O:10]. The yield is 0.900.